This data is from Full USPTO retrosynthesis dataset with 1.9M reactions from patents (1976-2016). The task is: Predict the reactants needed to synthesize the given product. (1) Given the product [Cl:1][C:2]1[N:3]=[CH:4][C:5]([CH2:6][OH:7])=[CH:11][CH:12]=1, predict the reactants needed to synthesize it. The reactants are: [Cl:1][C:2]1[CH:12]=[CH:11][C:5]([C:6](OCC)=[O:7])=[CH:4][N:3]=1.[BH4-].[Na+]. (2) Given the product [Cl:1][C:2]1[C:14]2[C:13]3[C:8](=[CH:9][CH:10]=[C:11]4[CH:18]=[C:17]([O:19][CH2:23][CH2:24][N:25]5[CH2:30][CH2:29][O:28][CH2:27][CH2:26]5)[CH:16]=[CH:15][C:12]4=3)[NH:7][C:6]=2[C:5]([CH3:20])=[CH:4][N:3]=1, predict the reactants needed to synthesize it. The reactants are: [Cl:1][C:2]1[C:14]2[C:13]3[C:8](=[CH:9][CH:10]=[C:11]4[CH:18]=[C:17]([OH:19])[CH:16]=[CH:15][C:12]4=3)[NH:7][C:6]=2[C:5]([CH3:20])=[CH:4][N:3]=1.Cl.Cl[CH2:23][CH2:24][N:25]1[CH2:30][CH2:29][O:28][CH2:27][CH2:26]1.